Task: Predict which catalyst facilitates the given reaction.. Dataset: Catalyst prediction with 721,799 reactions and 888 catalyst types from USPTO Reactant: [N:1]1([C:5]([CH:7]2[CH2:12][CH2:11][N:10]([CH:13]3[CH2:16][N:15]([CH2:17][CH2:18][C@@H:19]([C:36]4[CH:41]=[CH:40][C:39]([F:42])=[CH:38][CH:37]=4)[CH2:20][N:21]([CH3:35])[C:22](=[O:34])[C:23]4[CH:28]=[C:27]([C:29]([F:32])([F:31])[F:30])[CH:26]=[C:25]([Br:33])[CH:24]=4)[CH2:14]3)[CH2:9][CH2:8]2)=[O:6])CCC1.N1CC(N2CCC(C(N)=O)CC2)C1.C(N(CC)CC)C.C([BH3-])#N.[Na+]. The catalyst class is: 61. Product: [Br:33][C:25]1[CH:24]=[C:23]([CH:28]=[C:27]([C:29]([F:31])([F:30])[F:32])[CH:26]=1)[C:22]([N:21]([CH3:35])[CH2:20][C@H:19]([C:36]1[CH:41]=[CH:40][C:39]([F:42])=[CH:38][CH:37]=1)[CH2:18][CH2:17][N:15]1[CH2:14][CH:13]([N:10]2[CH2:11][CH2:12][CH:7]([C:5]([NH2:1])=[O:6])[CH2:8][CH2:9]2)[CH2:16]1)=[O:34].